Dataset: Full USPTO retrosynthesis dataset with 1.9M reactions from patents (1976-2016). Task: Predict the reactants needed to synthesize the given product. (1) The reactants are: I[C:2]1[CH:29]=[CH:28][C:5]2[N:6]([CH2:9][C:10]3[CH:15]=[CH:14][C:13]([O:16][CH2:17][C:18]4[CH:19]=[N:20][C:21]([O:24][CH3:25])=[CH:22][CH:23]=4)=[C:12]([O:26][CH3:27])[CH:11]=3)[CH:7]=[N:8][C:4]=2[CH:3]=1.Cl.[C:31]([C:33]1([OH:39])[CH2:38][CH2:37][CH2:36][NH:35][CH2:34]1)#[CH:32]. Given the product [CH3:27][O:26][C:12]1[CH:11]=[C:10]([CH:15]=[CH:14][C:13]=1[O:16][CH2:17][C:18]1[CH:19]=[N:20][C:21]([O:24][CH3:25])=[CH:22][CH:23]=1)[CH2:9][N:6]1[C:5]2[CH:28]=[CH:29][C:2]([C:32]3[N:35]4[CH2:34][C:33]([OH:39])([CH2:38][CH2:37][CH2:36]4)[CH:31]=3)=[CH:3][C:4]=2[N:8]=[CH:7]1, predict the reactants needed to synthesize it. (2) Given the product [CH3:18][N:19]1[C:23]([C:2]2[S:3][C:4]([C:7]([O:9][CH2:10][CH3:11])=[O:8])=[CH:5][N:6]=2)=[CH:22][CH:21]=[N:20]1, predict the reactants needed to synthesize it. The reactants are: Br[C:2]1[S:3][C:4]([C:7]([O:9][CH2:10][CH3:11])=[O:8])=[CH:5][N:6]=1.C([O-])([O-])=O.[K+].[K+].[CH3:18][N:19]1[C:23](B2OC(C)(C)C(C)(C)O2)=[CH:22][CH:21]=[N:20]1. (3) Given the product [CH3:35][N:31]([C:28]1[CH:29]=[CH:30][C:25]([NH:24][C:22]2[N:21]=[C:20]3[C:16]([N:17]=[CH:18][NH:19]3)=[C:15]([NH:14][CH:10]3[CH2:11][CH2:12][CH2:13][NH:8][CH2:9]3)[N:23]=2)=[CH:26][CH:27]=1)[C:32](=[O:34])[CH2:42][CH3:43], predict the reactants needed to synthesize it. The reactants are: C(OC([N:8]1[CH2:13][CH2:12][CH2:11][CH:10]([NH:14][C:15]2[N:23]=[C:22]([NH:24][C:25]3[CH:30]=[CH:29][C:28]([N:31]([CH3:35])[C:32](=[O:34])C)=[CH:27][CH:26]=3)[N:21]=[C:20]3[C:16]=2[N:17]=[CH:18][N:19]3C2CCCCO2)[CH2:9]1)=O)(C)(C)C.[CH3:42][CH2:43]O. (4) Given the product [CH3:8][O:7][N:5]([CH3:6])[C:3](=[O:4])[CH2:2][N:9]1[CH2:13][CH2:12][CH2:11][C:10]1=[O:14], predict the reactants needed to synthesize it. The reactants are: Cl[CH2:2][C:3]([N:5]([O:7][CH3:8])[CH3:6])=[O:4].[NH:9]1[CH2:13][CH2:12][CH2:11][C:10]1=[O:14].[H-].[Na+]. (5) Given the product [CH:1]1([NH:6][C:7]2[N:12]3[N:13]=[C:14]([C:17]4[CH:22]=[CH:21][C:20]([O:23][CH3:24])=[CH:19][CH:18]=4)[C:15]([C:61]4[CH:62]=[CH:58][N:59]=[C:54]([NH:53][CH:48]5[CH2:49][CH2:50][CH2:51][CH2:52]5)[N:60]=4)=[C:11]3[N:10]=[CH:9][CH:8]=2)[CH2:5][CH2:4][CH2:3][CH2:2]1, predict the reactants needed to synthesize it. The reactants are: [CH:1]1([NH:6][C:7]2[N:12]3[N:13]=[C:14]([C:17]4[CH:22]=[CH:21][C:20]([O:23][CH3:24])=[CH:19][CH:18]=4)[C:15](I)=[C:11]3[N:10]=[CH:9][CH:8]=2)[CH2:5][CH2:4][CH2:3][CH2:2]1.CSC1N=C([Sn](CCCC)(CCCC)CCCC)C=CN=1.[F-].[K+].[CH:48]1([NH:53][C:54]2[N:59]3[N:60]=[C:61](C4C=CC(OC)=CC=4)[CH:62]=[C:58]3N=CC=2)[CH2:52][CH2:51][CH2:50][CH2:49]1.C1(NC2N3N=C(C4C=CC(OC)=CC=4)C(C4C=CN=C(SC)N=4)=C3N=CC=2)CCCC1.ClC1C=C(C=CC=1)C(OO)=O. (6) Given the product [NH2:30][C:28](=[O:29])[C:27]([C:8]1[C:7]2[C:11](=[C:12]3[CH:18]=[CH:17][CH:16]=[CH:15][C:13]3=[CH:14][C:6]=2[O:5][CH2:4][C:3]([OH:32])=[O:2])[N:10]([CH2:19][CH:20]2[CH2:25][CH2:24][CH2:23][CH2:22][CH2:21]2)[C:9]=1[CH3:26])=[O:31], predict the reactants needed to synthesize it. The reactants are: C[O:2][C:3](=[O:32])[CH2:4][O:5][C:6]1[CH:14]=[C:13]2[CH:15]=[CH:16][CH:17]=[CH:18][C:12]2=[C:11]2[C:7]=1[C:8]([C:27](=[O:31])[C:28]([NH2:30])=[O:29])=[C:9]([CH3:26])[N:10]2[CH2:19][CH:20]1[CH2:25][CH2:24][CH2:23][CH2:22][CH2:21]1.[OH-].[Li+].Cl. (7) Given the product [CH3:19][C:20]1[O:24][C:6]([CH:5]([N:12]2[CH:16]=[C:15]([NH2:17])[CH:14]=[N:13]2)[CH3:4])=[N:22][N:21]=1, predict the reactants needed to synthesize it. The reactants are: CN(C)C[CH2:4][CH:5]([N:12]1[CH:16]=[C:15]([NH2:17])[CH:14]=[N:13]1)[C:6]1C=CC=CC=1.[CH3:19][C:20]1[O:24]C(C(O)C)=[N:22][N:21]=1. (8) The reactants are: [CH:1]1([C:4]2[CH:5]=[C:6]3[C:11](=[CH:12][CH:13]=2)[C:10](=[O:14])[NH:9][N:8]=[CH:7]3)[CH2:3][CH2:2]1.[Br:15][C:16]1[CH:21]=[CH:20][CH:19]=[C:18](Br)[C:17]=1[CH3:23].C(=O)([O-])[O-].[Cs+].[Cs+].O. Given the product [Br:15][C:16]1[C:17]([CH3:23])=[C:18]([N:9]2[N:8]=[CH:7][C:6]3[C:11](=[CH:12][CH:13]=[C:4]([CH:1]4[CH2:3][CH2:2]4)[CH:5]=3)[C:10]2=[O:14])[CH:19]=[CH:20][CH:21]=1, predict the reactants needed to synthesize it.